From a dataset of Full USPTO retrosynthesis dataset with 1.9M reactions from patents (1976-2016). Predict the reactants needed to synthesize the given product. (1) Given the product [C:29]([NH2:28])(=[O:30])[C:31]1[CH:38]=[CH:37][CH:34]=[CH:33][CH:32]=1, predict the reactants needed to synthesize it. The reactants are: C1(C2C=CC([N+]([O-])=O)=C([N+]([O-])=O)C=2)C=CC=CC=1.N1C2C(=CC=C([NH:28][C:29]([C:31]3[CH:38]=[CH:37][C:34](C=O)=[CH:33][CH:32]=3)=[O:30])C=2)C=C1. (2) The reactants are: [F:1][C:2]([F:34])([F:33])[C:3]1[CH:28]=[C:27]([C:29]([F:32])([F:31])[F:30])[CH:26]=[CH:25][C:4]=1[CH2:5][N:6]1[C:14]2[C:9](=[CH:10][C:11]([CH:15]=[C:16]3[S:20][C:19](SCC)=[N:18][C:17]3=[O:24])=[CH:12][CH:13]=2)[CH:8]=[N:7]1.[CH3:35][NH:36][CH:37]1[CH2:42][CH2:41][N:40]([CH3:43])[CH2:39][CH2:38]1. Given the product [F:34][C:2]([F:33])([F:1])[C:3]1[CH:28]=[C:27]([C:29]([F:32])([F:30])[F:31])[CH:26]=[CH:25][C:4]=1[CH2:5][N:6]1[C:14]2[C:9](=[CH:10][C:11]([CH:15]=[C:16]3[S:20][C:19]([N:36]([CH3:35])[CH:37]4[CH2:42][CH2:41][N:40]([CH3:43])[CH2:39][CH2:38]4)=[N:18][C:17]3=[O:24])=[CH:12][CH:13]=2)[CH:8]=[N:7]1, predict the reactants needed to synthesize it.